This data is from Full USPTO retrosynthesis dataset with 1.9M reactions from patents (1976-2016). The task is: Predict the reactants needed to synthesize the given product. (1) Given the product [NH2:19][C:16]1[CH:15]=[CH:14][C:13]([C@H:9]2[CH2:10][CH2:11][CH2:12][C@H:8]2[NH:7][S:4]([CH:2]([CH3:3])[CH3:1])(=[O:6])=[O:5])=[CH:18][CH:17]=1, predict the reactants needed to synthesize it. The reactants are: [CH3:1][CH:2]([S:4]([NH:7][C@@H:8]1[CH2:12][CH2:11][CH2:10][C@@H:9]1[C:13]1[CH:18]=[CH:17][C:16]([N+:19]([O-])=O)=[CH:15][CH:14]=1)(=[O:6])=[O:5])[CH3:3].[H][H]. (2) Given the product [NH2:23][C:21]1[N:20]=[C:17]2[CH:16]=[CH:15][C:14]([O:13][C:12]3[CH:29]=[CH:30][C:31]([F:32])=[C:10]([NH:9][C:7]([C:6]4[N:2]([CH3:1])[N:3]=[C:4]([CH3:33])[CH:5]=4)=[O:8])[CH:11]=3)=[CH:19][N:18]2[N:40]=1, predict the reactants needed to synthesize it. The reactants are: [CH3:1][N:2]1[C:6]([C:7]([NH:9][C:10]2[CH:11]=[C:12]([CH:29]=[CH:30][C:31]=2[F:32])[O:13][C:14]2[CH:15]=[CH:16][C:17]([NH:20][C:21]([NH:23]C(=O)OCC)=S)=[N:18][CH:19]=2)=[O:8])=[CH:5][C:4]([CH3:33])=[N:3]1.[Cl-].O[NH3+].C([N:40](CC)C(C)C)(C)C.C(O)C.